Dataset: NCI-60 drug combinations with 297,098 pairs across 59 cell lines. Task: Regression. Given two drug SMILES strings and cell line genomic features, predict the synergy score measuring deviation from expected non-interaction effect. (1) Drug 1: CCC(=C(C1=CC=CC=C1)C2=CC=C(C=C2)OCCN(C)C)C3=CC=CC=C3.C(C(=O)O)C(CC(=O)O)(C(=O)O)O. Drug 2: CC(C)CN1C=NC2=C1C3=CC=CC=C3N=C2N. Cell line: NCI/ADR-RES. Synergy scores: CSS=6.04, Synergy_ZIP=0.796, Synergy_Bliss=4.62, Synergy_Loewe=-3.99, Synergy_HSA=-1.35. (2) Synergy scores: CSS=16.6, Synergy_ZIP=4.61, Synergy_Bliss=1.66, Synergy_Loewe=-25.9, Synergy_HSA=-4.21. Cell line: SK-OV-3. Drug 1: C1=CC(=CC=C1C#N)C(C2=CC=C(C=C2)C#N)N3C=NC=N3. Drug 2: CN(CC1=CN=C2C(=N1)C(=NC(=N2)N)N)C3=CC=C(C=C3)C(=O)NC(CCC(=O)O)C(=O)O. (3) Drug 1: CCC1=C2CN3C(=CC4=C(C3=O)COC(=O)C4(CC)O)C2=NC5=C1C=C(C=C5)O. Drug 2: CC12CCC3C(C1CCC2O)C(CC4=C3C=CC(=C4)O)CCCCCCCCCS(=O)CCCC(C(F)(F)F)(F)F. Cell line: HOP-92. Synergy scores: CSS=33.9, Synergy_ZIP=-0.180, Synergy_Bliss=0.0185, Synergy_Loewe=-33.5, Synergy_HSA=2.33. (4) Drug 1: C1CC(C1)(C(=O)O)C(=O)O.[NH2-].[NH2-].[Pt+2]. Drug 2: CCCCCOC(=O)NC1=NC(=O)N(C=C1F)C2C(C(C(O2)C)O)O. Cell line: EKVX. Synergy scores: CSS=2.04, Synergy_ZIP=-0.974, Synergy_Bliss=-0.836, Synergy_Loewe=-1.52, Synergy_HSA=-0.682.